This data is from NCI-60 drug combinations with 297,098 pairs across 59 cell lines. The task is: Regression. Given two drug SMILES strings and cell line genomic features, predict the synergy score measuring deviation from expected non-interaction effect. Drug 1: C1C(C(OC1N2C=NC3=C(N=C(N=C32)Cl)N)CO)O. Drug 2: C1CC(=O)NC(=O)C1N2C(=O)C3=CC=CC=C3C2=O. Cell line: SF-268. Synergy scores: CSS=9.78, Synergy_ZIP=-3.88, Synergy_Bliss=-4.21, Synergy_Loewe=-0.970, Synergy_HSA=-4.15.